This data is from KCNQ2 potassium channel screen with 302,405 compounds. The task is: Binary Classification. Given a drug SMILES string, predict its activity (active/inactive) in a high-throughput screening assay against a specified biological target. The compound is FC(F)(F)c1cc(NC(=O)c2cc([N+]([O-])=O)c(cc2)C)c(N2CCCCC2)cc1. The result is 0 (inactive).